The task is: Regression. Given two drug SMILES strings and cell line genomic features, predict the synergy score measuring deviation from expected non-interaction effect.. This data is from NCI-60 drug combinations with 297,098 pairs across 59 cell lines. (1) Drug 1: C1CC(C1)(C(=O)O)C(=O)O.[NH2-].[NH2-].[Pt+2]. Drug 2: CC1C(C(CC(O1)OC2CC(CC3=C2C(=C4C(=C3O)C(=O)C5=C(C4=O)C(=CC=C5)OC)O)(C(=O)CO)O)N)O.Cl. Cell line: HOP-62. Synergy scores: CSS=36.5, Synergy_ZIP=-2.54, Synergy_Bliss=0.221, Synergy_Loewe=-16.3, Synergy_HSA=2.50. (2) Synergy scores: CSS=23.8, Synergy_ZIP=-2.89, Synergy_Bliss=-2.26, Synergy_Loewe=-4.93, Synergy_HSA=0.347. Cell line: BT-549. Drug 2: CC1CCC2CC(C(=CC=CC=CC(CC(C(=O)C(C(C(=CC(C(=O)CC(OC(=O)C3CCCCN3C(=O)C(=O)C1(O2)O)C(C)CC4CCC(C(C4)OC)OCCO)C)C)O)OC)C)C)C)OC. Drug 1: C1=CC(=CC=C1CC(C(=O)O)N)N(CCCl)CCCl.Cl. (3) Drug 1: CCC1(CC2CC(C3=C(CCN(C2)C1)C4=CC=CC=C4N3)(C5=C(C=C6C(=C5)C78CCN9C7C(C=CC9)(C(C(C8N6C=O)(C(=O)OC)O)OC(=O)C)CC)OC)C(=O)OC)O.OS(=O)(=O)O. Drug 2: CC(C)(C#N)C1=CC(=CC(=C1)CN2C=NC=N2)C(C)(C)C#N. Cell line: SN12C. Synergy scores: CSS=13.9, Synergy_ZIP=-7.22, Synergy_Bliss=2.65, Synergy_Loewe=-16.3, Synergy_HSA=-0.852. (4) Drug 1: CC1CCC2CC(C(=CC=CC=CC(CC(C(=O)C(C(C(=CC(C(=O)CC(OC(=O)C3CCCCN3C(=O)C(=O)C1(O2)O)C(C)CC4CCC(C(C4)OC)O)C)C)O)OC)C)C)C)OC. Drug 2: CC12CCC3C(C1CCC2O)C(CC4=C3C=CC(=C4)O)CCCCCCCCCS(=O)CCCC(C(F)(F)F)(F)F. Cell line: HCC-2998. Synergy scores: CSS=-3.08, Synergy_ZIP=1.50, Synergy_Bliss=0.168, Synergy_Loewe=0.559, Synergy_HSA=-0.258. (5) Drug 1: C1C(C(OC1N2C=C(C(=O)NC2=O)F)CO)O. Drug 2: C1CNP(=O)(OC1)N(CCCl)CCCl. Cell line: NCI-H322M. Synergy scores: CSS=-0.346, Synergy_ZIP=-0.682, Synergy_Bliss=-0.0635, Synergy_Loewe=-4.42, Synergy_HSA=-2.07. (6) Drug 1: C1=NNC2=C1C(=O)NC=N2. Drug 2: CCN(CC)CCCC(C)NC1=C2C=C(C=CC2=NC3=C1C=CC(=C3)Cl)OC. Cell line: ACHN. Synergy scores: CSS=20.0, Synergy_ZIP=-5.66, Synergy_Bliss=-4.20, Synergy_Loewe=-29.2, Synergy_HSA=-8.90. (7) Drug 1: C1=C(C(=O)NC(=O)N1)F. Drug 2: CC1=C2C(C(=O)C3(C(CC4C(C3C(C(C2(C)C)(CC1OC(=O)C(C(C5=CC=CC=C5)NC(=O)C6=CC=CC=C6)O)O)OC(=O)C7=CC=CC=C7)(CO4)OC(=O)C)O)C)OC(=O)C. Cell line: SNB-75. Synergy scores: CSS=23.2, Synergy_ZIP=-9.67, Synergy_Bliss=-7.25, Synergy_Loewe=-5.09, Synergy_HSA=-4.91. (8) Drug 1: C1=NC2=C(N=C(N=C2N1C3C(C(C(O3)CO)O)O)F)N. Drug 2: CC1=C(C(=O)C2=C(C1=O)N3CC4C(C3(C2COC(=O)N)OC)N4)N. Cell line: COLO 205. Synergy scores: CSS=48.1, Synergy_ZIP=-1.99, Synergy_Bliss=-2.50, Synergy_Loewe=-1.98, Synergy_HSA=2.28. (9) Drug 1: CCC1=CC2CC(C3=C(CN(C2)C1)C4=CC=CC=C4N3)(C5=C(C=C6C(=C5)C78CCN9C7C(C=CC9)(C(C(C8N6C)(C(=O)OC)O)OC(=O)C)CC)OC)C(=O)OC.C(C(C(=O)O)O)(C(=O)O)O. Drug 2: CC(C)(C#N)C1=CC(=CC(=C1)CN2C=NC=N2)C(C)(C)C#N. Cell line: SK-MEL-5. Synergy scores: CSS=37.7, Synergy_ZIP=-0.823, Synergy_Bliss=-2.35, Synergy_Loewe=-10.3, Synergy_HSA=-1.57. (10) Drug 1: C1=CC=C(C=C1)NC(=O)CCCCCCC(=O)NO. Drug 2: CC12CCC3C(C1CCC2OP(=O)(O)O)CCC4=C3C=CC(=C4)OC(=O)N(CCCl)CCCl.[Na+]. Cell line: SK-MEL-5. Synergy scores: CSS=36.6, Synergy_ZIP=-0.155, Synergy_Bliss=5.91, Synergy_Loewe=-14.6, Synergy_HSA=5.38.